Dataset: Reaction yield outcomes from USPTO patents with 853,638 reactions. Task: Predict the reaction yield, written as a fraction of the theoretical maximum amount of product (1.0 means a 100% yield; for example, 0.34 means a 34% yield). (1) The reactants are [CH3:1][C:2]1[S:3][C:4]2[CH:10]=[CH:9][C:8]([C:11]([NH:13][CH2:14][CH2:15][C:16]3[CH:21]=[CH:20][C:19]([CH3:22])=[CH:18][CH:17]=3)=[O:12])=[CH:7][C:5]=2[N:6]=1.[Se](=O)=[O:24].[BH4-].[Na+].C(O)(C(F)(F)F)=O. The catalyst is O1CCOCC1.CO. The product is [OH:24][CH2:1][C:2]1[S:3][C:4]2[CH:10]=[CH:9][C:8]([C:11]([NH:13][CH2:14][CH2:15][C:16]3[CH:17]=[CH:18][C:19]([CH3:22])=[CH:20][CH:21]=3)=[O:12])=[CH:7][C:5]=2[N:6]=1. The yield is 0.270. (2) The reactants are CC1C([C:11]2[C:19]3[C:14](=[CH:15][CH:16]=[C:17]([C:20]4[N:24]=[CH:23][N:22](C(C5C=CC=CC=5)(C5C=CC=CC=5)C5C=CC=CC=5)[N:21]=4)[CH:18]=3)[N:13](C3CCCCO3)[N:12]=2)=C(C=CC=1)C([O-])=O.[OH-:50].[Li+].ON1[C:57]2[CH:58]=[CH:59][CH:60]=[CH:61][C:56]=2N=N1.[F:62][C:63]1[CH:69]=[CH:68][C:66]([NH2:67])=[CH:65][CH:64]=1.Cl.[CH2:71](N=C=NCCCN(C)C)C.Cl. The catalyst is O1CCCC1.O.O1CCOCC1. The product is [NH:22]1[CH:23]=[N:24][C:20]([C:17]2[CH:18]=[C:19]3[C:14](=[CH:15][CH:16]=2)[NH:13][N:12]=[C:11]3[C:59]2[CH:58]=[C:57]([C:71]([NH:67][C:66]3[CH:68]=[CH:69][C:63]([F:62])=[CH:64][CH:65]=3)=[O:50])[CH:56]=[CH:61][CH:60]=2)=[N:21]1. The yield is 0.0700. (3) The product is [CH:27]1([O:26][CH:24]2[CH:23]([NH:35][C:36]([CH:38]3[CH2:42][CH2:41][CH2:40][N:39]3[C:43](=[O:57])[CH:44]([NH:46][C:47](=[O:56])[C:48]3[CH:53]=[CH:52][C:51]([NH:54][C:1](=[O:4])[CH3:2])=[C:50]([Cl:55])[CH:49]=3)[CH3:45])=[O:37])[CH2:22][C:21](=[O:20])[O:25]2)[CH2:31][CH2:30][CH2:29][CH2:28]1. The yield is 0.690. The reactants are [CH2:1]([O:4]C(=O)NC1CC(=O)OC1OC1CCCC1)[CH:2]=C.[O:20]=[C:21]1[O:25][CH:24]([O:26][CH2:27][CH2:28][C:29]2C=CC=[CH:31][CH:30]=2)[CH:23]([NH:35][C:36]([CH:38]2[CH2:42][CH2:41][CH2:40][N:39]2[C:43](=[O:57])[CH:44]([NH:46][C:47](=[O:56])[C:48]2[CH:53]=[CH:52][C:51]([NH2:54])=[C:50]([Cl:55])[CH:49]=2)[CH3:45])=[O:37])[CH2:22]1. No catalyst specified.